Dataset: Full USPTO retrosynthesis dataset with 1.9M reactions from patents (1976-2016). Task: Predict the reactants needed to synthesize the given product. (1) Given the product [Cl:28][CH2:29][C:30]([N:13]1[C:14]2[C:10](=[CH:9][C:8]([C:18]#[N:19])=[C:7]([CH2:6][C:5]3[CH:20]=[CH:21][C:2]([F:1])=[CH:3][CH:4]=3)[CH:15]=2)[C:11]([CH3:17])([CH3:16])[CH2:12]1)=[O:31], predict the reactants needed to synthesize it. The reactants are: [F:1][C:2]1[CH:21]=[CH:20][C:5]([CH2:6][C:7]2[CH:15]=[C:14]3[C:10]([C:11]([CH3:17])([CH3:16])[CH2:12][NH:13]3)=[CH:9][C:8]=2[C:18]#[N:19])=[CH:4][CH:3]=1.N1C=CC=CC=1.[Cl:28][CH2:29][C:30](Cl)=[O:31].O. (2) Given the product [O:7]([C:15]1[N:16]=[N:17][C:18]([O:21][C:22]2[CH:23]=[CH:24][CH:25]=[CH:26][CH:27]=2)=[CH:19][CH:20]=1)[C:1]1[CH:6]=[CH:5][CH:4]=[CH:3][CH:2]=1, predict the reactants needed to synthesize it. The reactants are: [C:1]1([OH:7])[CH:6]=[CH:5][CH:4]=[CH:3][CH:2]=1.CC(C)([O-])C.[K+].Cl[C:15]1[N:16]=[N:17][C:18]([O:21][C:22]2[CH:27]=[CH:26][CH:25]=[CH:24][CH:23]=2)=[CH:19][CH:20]=1. (3) Given the product [Cl:1][C:2]1[CH:3]=[CH:4][C:5]([CH2:6][CH:7]2[C:13]3([CH2:14][O:15][S:38]([C:35]4[CH:36]=[CH:37][C:32]([CH3:42])=[CH:33][CH:34]=4)(=[O:40])=[O:39])[C:10]([CH3:16])([CH2:11][O:12]3)[CH2:9][CH2:8]2)=[CH:17][CH:18]=1, predict the reactants needed to synthesize it. The reactants are: [Cl:1][C:2]1[CH:18]=[CH:17][C:5]([CH2:6][CH:7]2[C:13]3([CH2:14][OH:15])[C:10]([CH3:16])([CH2:11][O:12]3)[CH2:9][CH2:8]2)=[CH:4][CH:3]=1.C(N(CC)CC)C.CN1C=CN=C1.[C:32]1([CH3:42])[CH:37]=[CH:36][C:35]([S:38](Cl)(=[O:40])=[O:39])=[CH:34][CH:33]=1. (4) The reactants are: [Cl:1][C:2]1[N:7]=[CH:6][C:5]([C:8]2[C:12]([CH:13]=O)=[CH:11][NH:10][N:9]=2)=[CH:4][CH:3]=1.[CH3:15][C@@H:16]1[CH2:21][NH:20][CH2:19][CH2:18][N:17]1[C:22]1[CH:27]=[CH:26][C:25]([C:28]([F:31])([F:30])[F:29])=[CH:24][N:23]=1.C(O)(=O)C.C(O[BH-](OC(=O)C)OC(=O)C)(=O)C.[Na+]. Given the product [Cl:1][C:2]1[N:7]=[CH:6][C:5]([C:8]2[C:12]([CH2:13][N:20]3[CH2:19][CH2:18][N:17]([C:22]4[CH:27]=[CH:26][C:25]([C:28]([F:31])([F:29])[F:30])=[CH:24][N:23]=4)[C@H:16]([CH3:15])[CH2:21]3)=[CH:11][NH:10][N:9]=2)=[CH:4][CH:3]=1, predict the reactants needed to synthesize it. (5) Given the product [C:13]([NH:12][C:10]([C:8]1[O:9][C:5]([S:2]([NH:1][C:68]2[N:67]=[C:66]([S:71][CH2:72][C:73]3[CH:78]=[CH:77][CH:76]=[C:75]([F:79])[C:74]=3[F:80])[N:65]=[C:64]([O:63][C@H:61]([CH3:62])[C:60]([O:59][CH2:57][CH3:58])=[O:81])[CH:69]=2)(=[O:4])=[O:3])=[CH:6][CH:7]=1)=[O:11])([CH3:16])([CH3:15])[CH3:14], predict the reactants needed to synthesize it. The reactants are: [NH2:1][S:2]([C:5]1[O:9][C:8]([C:10]([NH:12][C:13]([CH3:16])([CH3:15])[CH3:14])=[O:11])=[CH:7][CH:6]=1)(=[O:4])=[O:3].C1(P(C2CCCCC2)C2C=CC=CC=2C2C(C(C)C)=CC(C(C)C)=CC=2C(C)C)CCCCC1.C(=O)([O-])[O-].[Cs+].[Cs+].[CH2:57]([O:59][C:60](=[O:81])[C@H:61]([O:63][C:64]1[CH:69]=[C:68](Cl)[N:67]=[C:66]([S:71][CH2:72][C:73]2[CH:78]=[CH:77][CH:76]=[C:75]([F:79])[C:74]=2[F:80])[N:65]=1)[CH3:62])[CH3:58].